From a dataset of Full USPTO retrosynthesis dataset with 1.9M reactions from patents (1976-2016). Predict the reactants needed to synthesize the given product. (1) Given the product [NH2:1][C:2]1[C:7]([OH:8])=[C:6]([Br:10])[C:5]([C:11]2[CH:16]=[CH:15][CH:14]=[CH:13][CH:12]=2)=[C:4]([CH3:17])[C:3]=1[C:18]#[N:19], predict the reactants needed to synthesize it. The reactants are: [NH2:1][C:2]1[C:7]([O:8]C)=[C:6]([Br:10])[C:5]([C:11]2[CH:16]=[CH:15][CH:14]=[CH:13][CH:12]=2)=[C:4]([CH3:17])[C:3]=1[C:18]#[N:19].BrB(Br)Br.C(=O)([O-])[O-].[Na+].[Na+]. (2) Given the product [CH3:30][S:31]([OH:34])(=[O:33])=[O:32].[C:1]([NH:5][C:6]1[C:15]2[C:10](=[CH:11][CH:12]=[C:13]([C:16]3[CH:21]=[CH:20][C:19]([F:22])=[CH:18][C:17]=3[F:23])[CH:14]=2)[N:9]=[C:8]([C:24]2[CH:25]=[N:26][CH:27]=[CH:28][CH:29]=2)[N:7]=1)([CH3:4])([CH3:2])[CH3:3], predict the reactants needed to synthesize it. The reactants are: [C:1]([NH:5][C:6]1[C:15]2[C:10](=[CH:11][CH:12]=[C:13]([C:16]3[CH:21]=[CH:20][C:19]([F:22])=[CH:18][C:17]=3[F:23])[CH:14]=2)[N:9]=[C:8]([C:24]2[CH:25]=[N:26][CH:27]=[CH:28][CH:29]=2)[N:7]=1)([CH3:4])([CH3:3])[CH3:2].[CH3:30][S:31]([OH:34])(=[O:33])=[O:32]. (3) Given the product [C:41]([N:1]1[CH2:2][CH:3]([N:5]2[CH2:6][CH2:7][CH:8]([C:11]3[C:12]([Cl:35])=[C:13]([NH:19][C:20]4[N:25]=[C:24]([NH:26][CH:27]5[CH2:28][CH2:29]5)[C:23]5=[N:30][CH:31]=[C:32]([C:33]#[N:34])[N:22]5[N:21]=4)[CH:14]=[C:15]([C:17]#[N:18])[CH:16]=3)[CH2:9][CH2:10]2)[CH2:4]1)(=[O:45])[CH3:42], predict the reactants needed to synthesize it. The reactants are: [NH:1]1[CH2:4][CH:3]([N:5]2[CH2:10][CH2:9][CH:8]([C:11]3[C:12]([Cl:35])=[C:13]([NH:19][C:20]4[N:25]=[C:24]([NH:26][CH:27]5[CH2:29][CH2:28]5)[C:23]5=[N:30][CH:31]=[C:32]([C:33]#[N:34])[N:22]5[N:21]=4)[CH:14]=[C:15]([C:17]#[N:18])[CH:16]=3)[CH2:7][CH2:6]2)[CH2:2]1.C(N([CH2:41][CH3:42])CC)C.ClC(OC)=[O:45].